From a dataset of Full USPTO retrosynthesis dataset with 1.9M reactions from patents (1976-2016). Predict the reactants needed to synthesize the given product. (1) Given the product [CH2:1]([O:3][C:4](=[O:15])[CH2:5][O:6][C:7]1[CH:12]=[CH:11][C:10]([O:13][CH2:29][CH2:28][C:18]2[N:19]=[C:20]([C:22]3[CH:27]=[CH:26][CH:25]=[CH:24][CH:23]=3)[O:21][C:17]=2[CH3:16])=[CH:9][C:8]=1[CH3:14])[CH3:2], predict the reactants needed to synthesize it. The reactants are: [CH2:1]([O:3][C:4](=[O:15])[CH2:5][O:6][C:7]1[CH:12]=[CH:11][C:10]([OH:13])=[CH:9][C:8]=1[CH3:14])[CH3:2].[CH3:16][C:17]1[O:21][C:20]([C:22]2[CH:27]=[CH:26][CH:25]=[CH:24][CH:23]=2)=[N:19][C:18]=1[CH2:28][CH2:29]OS(C1C=CC(C)=CC=1)(=O)=O. (2) Given the product [CH2:1]([S:3][C:4]1[CH:9]=[CH:8][CH:7]=[CH:6][C:5]=1[C:10]1[N:11]([CH3:32])[C:12]2[CH:18]=[C:17]([C:19]([F:28])([C:20]([F:21])([F:22])[F:23])[C:24]([F:27])([F:25])[F:26])[CH:16]=[CH:15][C:13]=2[N:14]=1)[CH3:2].[CH2:1]([S:3][C:4]1[CH:9]=[CH:8][CH:7]=[CH:6][C:5]=1[C:10]1[N:14]([CH3:32])[C:13]2[CH:15]=[CH:16][C:17]([C:19]([F:28])([C:20]([F:21])([F:22])[F:23])[C:24]([F:27])([F:25])[F:26])=[CH:18][C:12]=2[N:11]=1)[CH3:2], predict the reactants needed to synthesize it. The reactants are: [CH2:1]([S:3][C:4]1[CH:9]=[CH:8][CH:7]=[CH:6][C:5]=1[C:10]1[NH:14][C:13]2[CH:15]=[CH:16][C:17]([C:19]([F:28])([C:24]([F:27])([F:26])[F:25])[C:20]([F:23])([F:22])[F:21])=[CH:18][C:12]=2[N:11]=1)[CH3:2].[H-].[Na+].I[CH3:32]. (3) Given the product [Cl:20][C:21]1[CH:26]=[CH:25][CH:24]=[CH:23][C:22]=1[O:27][C:2]1[C:7]([C:8]([O:10][CH3:11])=[O:9])=[CH:6][N:5]=[C:4]([C:12]2[CH:17]=[CH:16][C:15]([CH3:18])=[C:14]([F:19])[CH:13]=2)[CH:3]=1, predict the reactants needed to synthesize it. The reactants are: Cl[C:2]1[C:7]([C:8]([O:10][CH3:11])=[O:9])=[CH:6][N:5]=[C:4]([C:12]2[CH:17]=[CH:16][C:15]([CH3:18])=[C:14]([F:19])[CH:13]=2)[CH:3]=1.[Cl:20][C:21]1[CH:26]=[CH:25][CH:24]=[CH:23][C:22]=1[OH:27].C(=O)([O-])[O-].[K+].[K+]. (4) Given the product [F:1][C:2]1[CH:3]=[CH:4][C:5]([CH:8]2[CH2:13][CH2:12][N:11]([C:14]([O:16][C:17]([CH3:18])([CH3:20])[CH3:19])=[O:15])[CH2:10][CH:9]2[O:21][CH2:23][C:24]2[CH:33]=[CH:32][C:31]3[C:26](=[CH:27][CH:28]=[CH:29][CH:30]=3)[C:25]=2[O:34][CH3:35])=[CH:6][CH:7]=1, predict the reactants needed to synthesize it. The reactants are: [F:1][C:2]1[CH:7]=[CH:6][C:5]([CH:8]2[CH2:13][CH2:12][N:11]([C:14]([O:16][C:17]([CH3:20])([CH3:19])[CH3:18])=[O:15])[CH2:10][CH:9]2[OH:21])=[CH:4][CH:3]=1.Br[CH2:23][C:24]1[CH:33]=[CH:32][C:31]2[C:26](=[CH:27][CH:28]=[CH:29][CH:30]=2)[C:25]=1[O:34][CH3:35]. (5) Given the product [CH3:13][O:14][C:15](=[O:21])[CH:16]([CH2:2][C:3]1[CH:8]=[CH:7][C:6]([O:9][CH:10]([CH3:12])[CH3:11])=[CH:5][CH:4]=1)[C:17]([O:19][CH3:20])=[O:18], predict the reactants needed to synthesize it. The reactants are: Cl[CH2:2][C:3]1[CH:8]=[CH:7][C:6]([O:9][CH:10]([CH3:12])[CH3:11])=[CH:5][CH:4]=1.[CH3:13][O:14][C:15](=[O:21])[CH2:16][C:17]([O:19][CH3:20])=[O:18].C(=O)([O-])[O-].[K+].[K+]. (6) The reactants are: [CH3:1][C:2]1([CH3:14])[C:6]([CH3:8])([CH3:7])[O:5][B:4]([C:9]2[CH:10]=[N:11][NH:12][CH:13]=2)[O:3]1.CS(O[CH:20]([CH:22]1[CH2:26][C:25](=[O:27])[N:24]([CH2:28][C:29]2[CH:34]=[CH:33][C:32]([O:35][CH3:36])=[CH:31][C:30]=2[O:37][CH3:38])[CH2:23]1)[CH3:21])(=O)=O.[Na+].[I-].C([O-])([O-])=O.[K+].[K+]. Given the product [CH3:38][O:37][C:30]1[CH:31]=[C:32]([O:35][CH3:36])[CH:33]=[CH:34][C:29]=1[CH2:28][N:24]1[CH2:23][CH:22]([CH:20]([N:12]2[CH:13]=[C:9]([B:4]3[O:5][C:6]([CH3:7])([CH3:8])[C:2]([CH3:14])([CH3:1])[O:3]3)[CH:10]=[N:11]2)[CH3:21])[CH2:26][C:25]1=[O:27], predict the reactants needed to synthesize it. (7) Given the product [O:64]1[C:65]2[CH:66]=[CH:46][CH:45]=[CH:44][C:43]=2[N:42]=[C:61]1[O:25][C:22]1[CH:23]=[CH:24][C:19]([O:18][CH2:17][CH:2]([OH:1])[CH2:3][N:4]2[CH2:5][CH2:6][C:7]([C:11]3[CH:16]=[CH:15][CH:14]=[CH:13][CH:12]=3)([OH:10])[CH2:8][CH2:9]2)=[CH:20][CH:21]=1, predict the reactants needed to synthesize it. The reactants are: [OH:1][CH:2]([CH2:17][O:18][C:19]1[CH:24]=[CH:23][C:22]([OH:25])=[CH:21][CH:20]=1)[CH2:3][N:4]1[CH2:9][CH2:8][C:7]([C:11]2[CH:16]=[CH:15][CH:14]=[CH:13][CH:12]=2)([OH:10])[CH2:6][CH2:5]1.C(OC1C=CC(OCC(O)C[N:42]2C[CH2:46][C:45](C3C=CC=CC=3)(O)[CH2:44][CH2:43]2)=CC=1)C1C=CC=CC=1.C(O)C.[C:61]([O:64][CH2:65][CH3:66])(=O)C.